Dataset: Forward reaction prediction with 1.9M reactions from USPTO patents (1976-2016). Task: Predict the product of the given reaction. (1) The product is: [Cl:23][C:24]1[C:29]([C:30]([NH:17][C:12]2[CH:13]=[CH:14][CH:15]=[C:16]3[C:11]=2[N:10]=[CH:9][N:8]=[C:7]3[O:6][C:5]2[CH:18]=[CH:19][CH:20]=[C:3]([C:2]([F:1])([F:21])[F:22])[CH:4]=2)=[O:31])=[C:28]([F:33])[C:27]([CH2:34][NH:35][C:36](=[O:41])[C:37]([CH3:39])([CH3:38])[CH3:40])=[CH:26][CH:25]=1. Given the reactants [F:1][C:2]([F:22])([F:21])[C:3]1[CH:4]=[C:5]([CH:18]=[CH:19][CH:20]=1)[O:6][C:7]1[C:16]2[C:11](=[C:12]([NH2:17])[CH:13]=[CH:14][CH:15]=2)[N:10]=[CH:9][N:8]=1.[Cl:23][C:24]1[C:29]([C:30](O)=[O:31])=[C:28]([F:33])[C:27]([CH2:34][NH:35][C:36](=[O:41])[C:37]([CH3:40])([CH3:39])[CH3:38])=[CH:26][CH:25]=1.C(Cl)(=O)C(Cl)=O.CCN(C(C)C)C(C)C, predict the reaction product. (2) Given the reactants [CH2:1]([O:3][CH:4](OCC)[CH2:5][O:6][C:7](=[O:14])[C:8]1[CH:13]=[CH:12][CH:11]=[CH:10][CH:9]=1)[CH3:2].[SH:18]CCO.O.C1(C)C=CC(S(O)(=O)=O)=CC=1, predict the reaction product. The product is: [C:7]([O:6][CH2:5][CH:4]1[S:18][CH2:2][CH2:1][O:3]1)(=[O:14])[C:8]1[CH:13]=[CH:12][CH:11]=[CH:10][CH:9]=1. (3) The product is: [F:21][C:5]1[C:6]([NH:8][C:9]2[CH:14]=[CH:13][C:12]([O:15][CH3:16])=[C:11]([C:17]([NH:28][CH3:31])=[O:19])[CH:10]=2)=[N:7][C:2]([NH:24][CH3:23])=[N:3][CH:4]=1. Given the reactants Cl[C:2]1[N:7]=[C:6]([NH:8][C:9]2[CH:14]=[CH:13][C:12]([O:15][CH3:16])=[C:11]([C:17]([O:19]C)=O)[CH:10]=2)[C:5]([F:21])=[CH:4][N:3]=1.Cl.[CH3:23][NH2:24].C([N:28]([CH:31](C)C)CC)(C)C, predict the reaction product. (4) Given the reactants [Cl:1][C:2]([Cl:35])([Cl:34])[CH2:3][O:4][C:5](=[O:33])[NH:6][C:7]1[N:8]([C:17]2[CH:22]=[CH:21][CH:20]=[C:19]([O:23][CH2:24][CH2:25][O:26]C3CCCCO3)[CH:18]=2)[N:9]=[C:10]([C:12]([C:15]#[N:16])([CH3:14])[CH3:13])[CH:11]=1, predict the reaction product. The product is: [Cl:34][C:2]([Cl:1])([Cl:35])[CH2:3][O:4][C:5](=[O:33])[NH:6][C:7]1[N:8]([C:17]2[CH:22]=[CH:21][CH:20]=[C:19]([O:23][CH2:24][CH2:25][OH:26])[CH:18]=2)[N:9]=[C:10]([C:12]([C:15]#[N:16])([CH3:14])[CH3:13])[CH:11]=1. (5) Given the reactants [C:1]1([CH3:17])[CH:6]=[C:5]([CH3:7])[CH:4]=[C:3]([CH3:8])[C:2]=1[C:9]1[C:10]([CH3:16])=[C:11]([CH:13]=[CH:14][CH:15]=1)[NH2:12].[C:18]([CH:21]1[CH2:26][CH2:25][O:24][C:22]1=[O:23])(=O)[CH3:19], predict the reaction product. The product is: [C:1]1([CH3:17])[CH:6]=[C:5]([CH3:7])[CH:4]=[C:3]([CH3:8])[C:2]=1[C:9]1[C:10]([CH3:16])=[C:11]([CH:13]=[CH:14][CH:15]=1)[NH:12][C:18](=[C:21]1[CH2:26][CH2:25][O:24][C:22]1=[O:23])[CH3:19]. (6) Given the reactants [OH:1][C@H:2]([CH2:28][O:29][C:30]1[CH:35]=[CH:34][CH:33]=[CH:32][CH:31]=1)[CH2:3][NH:4][CH2:5][C@H:6]1[CH2:15][CH2:14][C:13]2[C:8](=[CH:9][CH:10]=[C:11]([N:16]([CH3:27])[C:17]3[CH:26]=[CH:25][C:20]([C:21]([O:23]C)=[O:22])=[CH:19][CH:18]=3)[CH:12]=2)[O:7]1.[OH-].[Na+].[ClH:38], predict the reaction product. The product is: [ClH:38].[OH:1][C@H:2]([CH2:28][O:29][C:30]1[CH:31]=[CH:32][CH:33]=[CH:34][CH:35]=1)[CH2:3][NH:4][CH2:5][C@H:6]1[CH2:15][CH2:14][C:13]2[C:8](=[CH:9][CH:10]=[C:11]([N:16]([CH3:27])[C:17]3[CH:26]=[CH:25][C:20]([C:21]([OH:23])=[O:22])=[CH:19][CH:18]=3)[CH:12]=2)[O:7]1. (7) Given the reactants [NH:1]1[CH2:6][CH2:5][CH:4]([N:7]2[C:11]3[CH:12]=[C:13]([O:16][C:17]([F:20])([F:19])[F:18])[CH:14]=[CH:15][C:10]=3[NH:9][C:8]2=[O:21])[CH2:3][CH2:2]1.O[C:23]([CH3:27])([CH3:26])[C:24]#[N:25].[O:28]1[CH2:33]CC(=O)C[CH2:29]1, predict the reaction product. The product is: [O:21]=[C:8]1[N:7]([CH:4]2[CH2:5][CH2:6][N:1]([C:23]3([C:24]#[N:25])[CH2:27][CH2:33][O:28][CH2:29][CH2:26]3)[CH2:2][CH2:3]2)[C:11]2[CH:12]=[C:13]([O:16][C:17]([F:18])([F:20])[F:19])[CH:14]=[CH:15][C:10]=2[NH:9]1.